This data is from Peptide-MHC class I binding affinity with 185,985 pairs from IEDB/IMGT. The task is: Regression. Given a peptide amino acid sequence and an MHC pseudo amino acid sequence, predict their binding affinity value. This is MHC class I binding data. The peptide sequence is DIVKGLSGY. The MHC is HLA-A02:19 with pseudo-sequence HLA-A02:19. The binding affinity (normalized) is 0.0847.